This data is from Merck oncology drug combination screen with 23,052 pairs across 39 cell lines. The task is: Regression. Given two drug SMILES strings and cell line genomic features, predict the synergy score measuring deviation from expected non-interaction effect. (1) Drug 1: CN1C(=O)C=CC2(C)C3CCC4(C)C(NC(=O)OCC(F)(F)F)CCC4C3CCC12. Drug 2: O=C(NOCC(O)CO)c1ccc(F)c(F)c1Nc1ccc(I)cc1F. Cell line: UWB1289. Synergy scores: synergy=21.4. (2) Drug 1: CC(=O)OC1C(=O)C2(C)C(O)CC3OCC3(OC(C)=O)C2C(OC(=O)c2ccccc2)C2(O)CC(OC(=O)C(O)C(NC(=O)c3ccccc3)c3ccccc3)C(C)=C1C2(C)C. Drug 2: Cn1c(=O)n(-c2ccc(C(C)(C)C#N)cc2)c2c3cc(-c4cnc5ccccc5c4)ccc3ncc21. Cell line: RKO. Synergy scores: synergy=16.3. (3) Drug 1: CN1C(=O)C=CC2(C)C3CCC4(C)C(NC(=O)OCC(F)(F)F)CCC4C3CCC12. Drug 2: O=P1(N(CCCl)CCCl)NCCCO1. Cell line: SW620. Synergy scores: synergy=3.36. (4) Drug 2: O=C(NOCC(O)CO)c1ccc(F)c(F)c1Nc1ccc(I)cc1F. Drug 1: CN(Cc1cnc2nc(N)nc(N)c2n1)c1ccc(C(=O)NC(CCC(=O)O)C(=O)O)cc1. Cell line: RPMI7951. Synergy scores: synergy=-23.7. (5) Drug 1: CCC1(O)CC2CN(CCc3c([nH]c4ccccc34)C(C(=O)OC)(c3cc4c(cc3OC)N(C)C3C(O)(C(=O)OC)C(OC(C)=O)C5(CC)C=CCN6CCC43C65)C2)C1. Drug 2: O=C(O)C1(Cc2cccc(Nc3nccs3)n2)CCC(Oc2cccc(Cl)c2F)CC1. Cell line: ZR751. Synergy scores: synergy=-1.66. (6) Drug 1: COC12C(COC(N)=O)C3=C(C(=O)C(C)=C(N)C3=O)N1CC1NC12. Drug 2: COC1=C2CC(C)CC(OC)C(O)C(C)C=C(C)C(OC(N)=O)C(OC)C=CC=C(C)C(=O)NC(=CC1=O)C2=O. Cell line: ES2. Synergy scores: synergy=3.58. (7) Drug 1: Cn1c(=O)n(-c2ccc(C(C)(C)C#N)cc2)c2c3cc(-c4cnc5ccccc5c4)ccc3ncc21. Drug 2: Cn1cc(-c2cnn3c(N)c(Br)c(C4CCCNC4)nc23)cn1. Cell line: RKO. Synergy scores: synergy=67.5. (8) Drug 1: COc1cc(C2c3cc4c(cc3C(OC3OC5COC(C)OC5C(O)C3O)C3COC(=O)C23)OCO4)cc(OC)c1O. Drug 2: Cc1nc(Nc2ncc(C(=O)Nc3c(C)cccc3Cl)s2)cc(N2CCN(CCO)CC2)n1. Cell line: SW837. Synergy scores: synergy=40.8.